This data is from Full USPTO retrosynthesis dataset with 1.9M reactions from patents (1976-2016). The task is: Predict the reactants needed to synthesize the given product. (1) Given the product [F:11][C:10]([F:13])([F:12])[C:6]1[CH:5]=[C:4]([CH:3]([NH:14][C:15](=[O:21])[O:16][C:17]([CH3:18])([CH3:20])[CH3:19])[CH2:2][NH:1][C:30](=[O:31])[O:32][CH2:33][CH3:34])[CH:9]=[CH:8][CH:7]=1, predict the reactants needed to synthesize it. The reactants are: [NH2:1][CH2:2][CH:3]([NH:14][C:15](=[O:21])[O:16][C:17]([CH3:20])([CH3:19])[CH3:18])[C:4]1[CH:9]=[CH:8][CH:7]=[C:6]([C:10]([F:13])([F:12])[F:11])[CH:5]=1.C(N(CC)CC)C.Cl[C:30]([O:32][CH2:33][CH3:34])=[O:31]. (2) Given the product [NH2:1][C:4]1[CH:5]=[CH:6][C:7]([N:10]2[CH2:15][CH2:14][O:13][CH2:12][C:11]2=[O:16])=[CH:8][CH:9]=1, predict the reactants needed to synthesize it. The reactants are: [N+:1]([C:4]1[CH:9]=[CH:8][C:7]([N:10]2[CH2:15][CH2:14][O:13][CH2:12][C:11]2=[O:16])=[CH:6][CH:5]=1)([O-])=O.[H][H].O.